This data is from Forward reaction prediction with 1.9M reactions from USPTO patents (1976-2016). The task is: Predict the product of the given reaction. (1) Given the reactants [CH2:1]([O:3][C:4](=[O:20])[CH2:5][NH:6][C:7]1[CH:12]=[C:11]([CH:13]2[CH2:18][CH2:17][CH2:16][NH:15][CH2:14]2)[CH:10]=[CH:9][C:8]=1[CH3:19])[CH3:2].CN(C)CCCN=C=NCC.[CH3:32][C:33]1[N:34]=[C:35]([C:41]2[CH:46]=[CH:45][C:44]([C:47]([F:50])([F:49])[F:48])=[CH:43][CH:42]=2)[S:36][C:37]=1[C:38](O)=[O:39], predict the reaction product. The product is: [CH2:1]([O:3][C:4](=[O:20])[CH2:5][NH:6][C:7]1[CH:12]=[C:11]([CH:13]2[CH2:18][CH2:17][CH2:16][N:15]([C:38]([C:37]3[S:36][C:35]([C:41]4[CH:42]=[CH:43][C:44]([C:47]([F:50])([F:48])[F:49])=[CH:45][CH:46]=4)=[N:34][C:33]=3[CH3:32])=[O:39])[CH2:14]2)[CH:10]=[CH:9][C:8]=1[CH3:19])[CH3:2]. (2) Given the reactants [Br:1][C:2]1[CH:3]=[C:4]([CH:6]=[CH:7][CH:8]=1)[NH2:5].[Cl:9][C:10]1[CH:17]=[CH:16][C:13]([CH:14]=O)=[CH:12][C:11]=1[F:18].C(O[BH-](OC(=O)C)OC(=O)C)(=O)C.[Na+], predict the reaction product. The product is: [Br:1][C:2]1[CH:3]=[C:4]([NH:5][CH2:14][C:13]2[CH:16]=[CH:17][C:10]([Cl:9])=[C:11]([F:18])[CH:12]=2)[CH:6]=[CH:7][CH:8]=1. (3) Given the reactants C(OC([N:8]1[CH2:13][CH:12]=[C:11]([C:14]2[N:15]=[N:16][C:17]([CH2:22][C:23]3[CH:28]=[CH:27][CH:26]=[CH:25][CH:24]=3)=[C:18]([CH3:21])[C:19]=2[CH3:20])[CH2:10][CH2:9]1)=O)(C)(C)C.C(O)(C(F)(F)F)=O, predict the reaction product. The product is: [CH2:22]([C:17]1[N:16]=[N:15][C:14]([C:11]2[CH2:12][CH2:13][NH:8][CH2:9][CH:10]=2)=[C:19]([CH3:20])[C:18]=1[CH3:21])[C:23]1[CH:28]=[CH:27][CH:26]=[CH:25][CH:24]=1. (4) Given the reactants [S:1]1[C:5]2[CH2:6][CH2:7][CH2:8][CH2:9][C:4]=2[N:3]=[C:2]1[NH2:10].Cl[C:12]1[C:21]2=[N:22][N:23](CC3C=CC(OC)=CC=3)[CH:24]=[C:20]2[C:19]2[CH:18]=[C:17]([O:34][CH3:35])[CH:16]=[CH:15][C:14]=2[N:13]=1, predict the reaction product. The product is: [CH3:35][O:34][C:17]1[CH:16]=[CH:15][C:14]2[N:13]=[C:12]([NH:10][C:2]3[S:1][C:5]4[CH2:6][CH2:7][CH2:8][CH2:9][C:4]=4[N:3]=3)[C:21]3=[N:22][NH:23][CH:24]=[C:20]3[C:19]=2[CH:18]=1. (5) The product is: [N:21]1([CH2:20][CH2:19][O:18][C:15]2[CH:16]=[CH:17][C:12]([NH:11][C:5]3[C:6]4[N:7]([CH:8]=[CH:9][N:10]=4)[C:2]([C:35]4[CH:36]=[N:37][NH:38][CH:39]=4)=[CH:3][N:4]=3)=[CH:13][CH:14]=2)[CH2:26][CH2:25][O:24][CH2:23][CH2:22]1. Given the reactants Br[C:2]1[N:7]2[CH:8]=[CH:9][N:10]=[C:6]2[C:5]([NH:11][C:12]2[CH:17]=[CH:16][C:15]([O:18][CH2:19][CH2:20][N:21]3[CH2:26][CH2:25][O:24][CH2:23][CH2:22]3)=[CH:14][CH:13]=2)=[N:4][CH:3]=1.CC1(C)C(C)(C)OB([C:35]2[CH:36]=[N:37][NH:38][CH:39]=2)O1.C([O-])([O-])=O.[Na+].[Na+], predict the reaction product. (6) Given the reactants C(OC([N:8]1[CH2:13][CH2:12][N:11]([C:14]2[C:15]3[C:30]([O:31][CH3:32])=[CH:29][N:28]=[CH:27][C:16]=3[N:17]=[C:18]([C:20]3[CH:25]=[CH:24][N:23]=[C:22](Cl)[CH:21]=3)[N:19]=2)[CH2:10][CH2:9]1)=O)(C)(C)C.[N:33]1([C:39]2[N:44]=[CH:43][C:42]([NH2:45])=[CH:41][CH:40]=2)[CH2:38][CH2:37][O:36][CH2:35][CH2:34]1, predict the reaction product. The product is: [CH3:32][O:31][C:30]1[C:15]2[C:14]([N:11]3[CH2:12][CH2:13][NH:8][CH2:9][CH2:10]3)=[N:19][C:18]([C:20]3[CH:25]=[CH:24][N:23]=[C:22]([NH:45][C:42]4[CH:43]=[N:44][C:39]([N:33]5[CH2:34][CH2:35][O:36][CH2:37][CH2:38]5)=[CH:40][CH:41]=4)[CH:21]=3)=[N:17][C:16]=2[CH:27]=[N:28][CH:29]=1. (7) Given the reactants [CH3:1][O:2][C:3]([CH:5]1[C:10](=[O:11])[CH2:9][CH2:8][N:7]([C:12]([O:14][C:15]([CH3:18])([CH3:17])[CH3:16])=[O:13])[CH2:6]1)=[O:4].C(=O)([O-])[O-].[K+].[K+].[CH2:25](Br)[C:26]1[CH:31]=[CH:30][CH:29]=[CH:28][CH:27]=1, predict the reaction product. The product is: [CH3:1][O:2][C:3]([C:5]1([CH2:25][C:26]2[CH:31]=[CH:30][CH:29]=[CH:28][CH:27]=2)[C:10](=[O:11])[CH2:9][CH2:8][N:7]([C:12]([O:14][C:15]([CH3:18])([CH3:17])[CH3:16])=[O:13])[CH2:6]1)=[O:4]. (8) Given the reactants [C:1]([NH:9][C:10]1[CH:15]=[CH:14][C:13]([NH:16][C:17]2[CH:26]=[CH:25][N:24]=[C:23]3[C:18]=2[C:19]2[C:20](=[C:28]([C:32]([OH:34])=O)[CH:29]=[CH:30][CH:31]=2)[C:21](=[O:27])[NH:22]3)=[CH:12][CH:11]=1)(=[O:8])[C:2]1[CH:7]=[CH:6][CH:5]=[CH:4][CH:3]=1.[CH:35]1[N:39]=[CH:38][N:37]([C:40](N2C=NC=C2)=O)[CH:36]=1.CN(C)CCN, predict the reaction product. The product is: [CH3:38][N:37]([CH3:40])[CH2:36][CH2:35][NH:39][C:32]([C:28]1[CH:29]=[CH:30][CH:31]=[C:19]2[C:18]3[C:23](=[N:24][CH:25]=[CH:26][C:17]=3[NH:16][C:13]3[CH:12]=[CH:11][C:10]([NH:9][C:1](=[O:8])[C:2]4[CH:7]=[CH:6][CH:5]=[CH:4][CH:3]=4)=[CH:15][CH:14]=3)[NH:22][C:21](=[O:27])[C:20]=12)=[O:34]. (9) Given the reactants [CH2:1]([C:8]1[C:9](OS(C(F)(F)F)(=O)=O)=[N:10][C:11]([N:14]2[CH2:19][CH2:18][N:17]([C:20]([O:22][C:23]([CH3:26])([CH3:25])[CH3:24])=[O:21])[CH2:16][CH2:15]2)=[N:12][CH:13]=1)[C:2]1[CH:7]=[CH:6][CH:5]=[CH:4][CH:3]=1.[CH3:35][Mg]Cl, predict the reaction product. The product is: [CH2:1]([C:8]1[C:9]([CH3:35])=[N:10][C:11]([N:14]2[CH2:19][CH2:18][N:17]([C:20]([O:22][C:23]([CH3:26])([CH3:25])[CH3:24])=[O:21])[CH2:16][CH2:15]2)=[N:12][CH:13]=1)[C:2]1[CH:7]=[CH:6][CH:5]=[CH:4][CH:3]=1. (10) Given the reactants [N:1]1([C:7]([N:9]2[CH2:14][CH:13]([C:15]3[CH:20]=[CH:19][C:18]([O:21][C:22]([F:25])([F:24])[F:23])=[CH:17][CH:16]=3)[CH2:12][CH:11]([C:26](O)=[O:27])[CH2:10]2)=[O:8])[CH2:6][CH2:5][O:4][CH2:3][CH2:2]1.O[N:30]=[C:31]([C:33]1[N:38]=[CH:37][CH:36]=[CH:35][N:34]=1)[NH2:32], predict the reaction product. The product is: [N:1]1([C:7]([N:9]2[CH2:14][CH:13]([C:15]3[CH:16]=[CH:17][C:18]([O:21][C:22]([F:25])([F:24])[F:23])=[CH:19][CH:20]=3)[CH2:12][CH:11]([C:26]3[O:27][N:32]=[C:31]([C:33]4[N:38]=[CH:37][CH:36]=[CH:35][N:34]=4)[N:30]=3)[CH2:10]2)=[O:8])[CH2:6][CH2:5][O:4][CH2:3][CH2:2]1.